Dataset: Full USPTO retrosynthesis dataset with 1.9M reactions from patents (1976-2016). Task: Predict the reactants needed to synthesize the given product. (1) Given the product [C:49]([O:1][CH2:2][C:3]1[NH:7][C:6]2[CH:8]=[C:9]([NH:15][C:16]([C:18]3[CH:23]=[CH:22][CH:21]=[CH:20][C:19]=3[C:24]([F:26])([F:25])[F:27])=[O:17])[CH:10]=[C:11]([C:12](=[O:13])[NH:31][C:32]3[CH:33]=[CH:38][CH:37]=[C:54]([Cl:56])[C:34]=3[CH3:57])[C:5]=2[N:4]=1)(=[O:51])[CH3:48], predict the reactants needed to synthesize it. The reactants are: [OH:1][CH2:2][C:3]1[NH:7][C:6]2[CH:8]=[C:9]([NH:15][C:16]([C:18]3[CH:23]=[CH:22][CH:21]=[CH:20][C:19]=3[C:24]([F:27])([F:26])[F:25])=[O:17])[CH:10]=[C:11]([C:12](O)=[O:13])[C:5]=2[N:4]=1.C([N:31](CC)[CH:32]([CH3:34])[CH3:33])(C)C.[C:37](Cl)(=O)[CH3:38].C(O)(=O)CC([CH2:48][C:49]([OH:51])=O)(C(O)=O)O.[CH2:54]([Cl:56])Cl.[CH2:57]1COCC1. (2) Given the product [F:10][C:11]1[CH:16]=[CH:15][CH:14]=[CH:13][C:12]=1[C:17]#[C:18][C:19]([N:7]([CH2:6][C:5]([O:4][CH2:2][CH3:3])=[O:9])[CH3:8])=[O:21], predict the reactants needed to synthesize it. The reactants are: Cl.[CH2:2]([O:4][C:5](=[O:9])[CH2:6][NH:7][CH3:8])[CH3:3].[F:10][C:11]1[CH:16]=[CH:15][CH:14]=[CH:13][C:12]=1[C:17]#[C:18][C:19]([OH:21])=O.CN1CCOCC1.CCN=C=NCCCN(C)C.Cl. (3) Given the product [C:16]1([C:13]2[S:12][C:11]([NH:1][C:2]3[CH:7]=[CH:6][N:5]=[CH:4][N:3]=3)=[N:15][CH:14]=2)[CH:17]=[CH:18][CH:19]=[CH:20][CH:21]=1, predict the reactants needed to synthesize it. The reactants are: [NH2:1][C:2]1[CH:7]=[CH:6][N:5]=[CH:4][N:3]=1.[H-].[Na+].Br[C:11]1[S:12][C:13]([C:16]2[CH:21]=[CH:20][CH:19]=[CH:18][CH:17]=2)=[CH:14][N:15]=1.